From a dataset of Full USPTO retrosynthesis dataset with 1.9M reactions from patents (1976-2016). Predict the reactants needed to synthesize the given product. (1) Given the product [ClH:41].[F:24][C:18]1[CH:19]=[C:20]([F:23])[CH:21]=[CH:22][C:17]=1[S:14]([N:13]1[CH:12]=[C:11]([CH2:25][NH:26][CH3:27])[CH:10]=[C:9]1[C:8]1[C:3]([C:1]#[N:2])=[N:4][CH:5]=[CH:6][CH:7]=1)(=[O:16])=[O:15], predict the reactants needed to synthesize it. The reactants are: [C:1]([C:3]1[C:8]([C:9]2[N:13]([S:14]([C:17]3[CH:22]=[CH:21][C:20]([F:23])=[CH:19][C:18]=3[F:24])(=[O:16])=[O:15])[CH:12]=[C:11]([CH2:25][N:26](C)[C:27](=O)OC(C)(C)C)[CH:10]=2)=[CH:7][CH:6]=[CH:5][N:4]=1)#[N:2].C(OCC)(=O)C.[ClH:41]. (2) Given the product [C:1]([O:5][C:6]([N:8]([C:16]1[C@:21]2([CH2:25][F:26])[S:20](=[O:28])(=[O:27])[C@@H:19]([CH2:23][CH2:22]2)[C@:18]([C:30]2[CH:35]=[C:34]([N+:36]([O-:38])=[O:37])[CH:33]=[CH:32][C:31]=2[F:39])([CH3:29])[N:17]=1)[C:9](=[O:15])[O:10][C:11]([CH3:14])([CH3:13])[CH3:12])=[O:7])([CH3:4])([CH3:3])[CH3:2], predict the reactants needed to synthesize it. The reactants are: [C:1]([O:5][C:6]([N:8]([C:16]1[C@@:21]([CH2:25][F:26])([CH2:22][CH2:23]I)[S:20](=[O:28])(=[O:27])[CH2:19][C@:18]([C:30]2[CH:35]=[C:34]([N+:36]([O-:38])=[O:37])[CH:33]=[CH:32][C:31]=2[F:39])([CH3:29])[N:17]=1)[C:9](=[O:15])[O:10][C:11]([CH3:14])([CH3:13])[CH3:12])=[O:7])([CH3:4])([CH3:3])[CH3:2].C[Si]([N-][Si](C)(C)C)(C)C.[Li+]. (3) The reactants are: [F:1][C:2]1[CH:3]=[C:4]([CH:34]=[CH:35][C:36]=1[OH:37])[C:5]([CH2:7][NH:8][C:9]1[CH:14]=[C:13]([O:15][CH3:16])[CH:12]=[CH:11][C:10]=1[CH:17]1[CH2:26][CH2:25][C:24]2[CH:23]=[C:22]([O:27]C(=O)C(C)(C)C)[CH:21]=[CH:20][C:19]=2[CH2:18]1)=O.Cl[CH2:39][C:40]([N:42]1[CH2:47][CH2:46][CH:45]([CH3:48])[CH2:44][CH2:43]1)=O. Given the product [F:1][C:2]1[CH:3]=[C:4]([CH:34]=[CH:35][C:36]=1[O:37][CH2:39][CH2:40][N:42]1[CH2:47][CH2:46][CH:45]([CH3:48])[CH2:44][CH2:43]1)[CH2:5][CH2:7][NH:8][C:9]1[CH:14]=[C:13]([O:15][CH3:16])[CH:12]=[CH:11][C:10]=1[CH:17]1[CH2:26][CH2:25][C:24]2[CH:23]=[C:22]([OH:27])[CH:21]=[CH:20][C:19]=2[CH2:18]1, predict the reactants needed to synthesize it.